This data is from Catalyst prediction with 721,799 reactions and 888 catalyst types from USPTO. The task is: Predict which catalyst facilitates the given reaction. (1) Reactant: [CH3:1][O:2][C:3]1[CH:12]=[C:11]([O:13][CH3:14])[CH:10]=[C:9]2[C:4]=1[C:5](=[O:31])[NH:6][C:7]([C:15]1[CH:20]=[CH:19][C:18]([N:21]3[CH2:25][CH2:24][CH:23]([N:26](C)[C:27](=O)C)[CH2:22]3)=[CH:17][CH:16]=1)=[N:8]2. Product: [CH3:1][O:2][C:3]1[CH:12]=[C:11]([O:13][CH3:14])[CH:10]=[C:9]2[C:4]=1[C:5](=[O:31])[NH:6][C:7]([C:15]1[CH:20]=[CH:19][C:18]([N:21]3[CH2:25][CH2:24][CH:23]([NH:26][CH3:27])[CH2:22]3)=[CH:17][CH:16]=1)=[N:8]2. The catalyst class is: 33. (2) Reactant: FC(F)(F)C(O)=O.O[C:9]1([CH2:22][CH2:23][C:24]([OH:27])([CH3:26])[CH3:25])[CH2:14][CH2:13][N:12](C(OC(C)(C)C)=O)[CH2:11][CH2:10]1. Product: [CH3:26][C:24]1([CH3:25])[CH2:23][CH2:22][C:9]2([CH2:10][CH2:11][NH:12][CH2:13][CH2:14]2)[O:27]1. The catalyst class is: 4. (3) Reactant: [NH2:1][CH2:2][C:3]1([C:16]([O:18][CH3:19])=[O:17])[CH2:8][CH2:7][N:6]([C:9]([O:11][C:12]([CH3:15])([CH3:14])[CH3:13])=[O:10])[CH2:5][CH2:4]1.[CH3:20][O:21][C:22]1[CH:29]=[CH:28][C:25]([CH:26]=O)=[CH:24][CH:23]=1.C([BH3-])#N.[Na+]. Product: [CH3:20][O:21][C:22]1[CH:29]=[CH:28][C:25]([CH2:26][NH:1][CH2:2][C:3]2([C:16]([O:18][CH3:19])=[O:17])[CH2:4][CH2:5][N:6]([C:9]([O:11][C:12]([CH3:14])([CH3:15])[CH3:13])=[O:10])[CH2:7][CH2:8]2)=[CH:24][CH:23]=1. The catalyst class is: 5. (4) Reactant: [ClH:1].O1CCOCC1.C(OC([N:15]1[CH2:20][CH2:19][N:18]([C:21]2[S:22][CH:23]=[C:24]([C:26]([O:28][CH3:29])=[O:27])[N:25]=2)[CH:17]([CH2:30][O:31][C:32]2[CH:33]=[N:34][CH:35]=[CH:36][CH:37]=2)[CH2:16]1)=O)(C)(C)C. Product: [ClH:1].[ClH:1].[N:34]1[CH:35]=[CH:36][CH:37]=[C:32]([O:31][CH2:30][CH:17]2[CH2:16][NH:15][CH2:20][CH2:19][N:18]2[C:21]2[S:22][CH:23]=[C:24]([C:26]([O:28][CH3:29])=[O:27])[N:25]=2)[CH:33]=1. The catalyst class is: 5. (5) Reactant: I[C:2]1[CH:7]=[CH:6][C:5]([C:8]2[C:9]([C:14]([O:16][CH3:17])=[O:15])=[CH:10][CH:11]=[CH:12][CH:13]=2)=[CH:4][CH:3]=1.[NH:18]1[CH2:23][CH2:22][S:21][CH2:20][CH2:19]1.C(=O)([O-])[O-].[Cs+].[Cs+].C1(P(C2C=CC=CC=2)C2C=CC3C(=CC=CC=3)C=2C2C3C(=CC=CC=3)C=CC=2P(C2C=CC=CC=2)C2C=CC=CC=2)C=CC=CC=1. Product: [N:18]1([C:2]2[CH:7]=[CH:6][C:5]([C:8]3[C:9]([C:14]([O:16][CH3:17])=[O:15])=[CH:10][CH:11]=[CH:12][CH:13]=3)=[CH:4][CH:3]=2)[CH2:23][CH2:22][S:21][CH2:20][CH2:19]1. The catalyst class is: 493. (6) Reactant: C(OC([N:8]1[CH2:12][C@@H:11]([CH2:13][N:14]([CH:31]([CH3:33])[CH3:32])[C:15](=[O:30])[C:16]2[CH:21]=[CH:20][C:19]([O:22][CH3:23])=[C:18]([O:24][CH2:25][CH2:26][CH2:27][O:28][CH3:29])[CH:17]=2)[C@H:10]([NH:34][CH2:35][C:36](=[O:41])[NH:37][CH:38]2[CH2:40][CH2:39]2)[CH2:9]1)=O)(C)(C)C.C(O)(C(F)(F)F)=O.C([O-])(O)=O.[Na+]. Product: [CH:38]1([NH:37][C:36]([CH2:35][NH:34][C@@H:10]2[CH2:9][NH:8][CH2:12][C@H:11]2[CH2:13][N:14]([CH:31]([CH3:33])[CH3:32])[C:15](=[O:30])[C:16]2[CH:21]=[CH:20][C:19]([O:22][CH3:23])=[C:18]([O:24][CH2:25][CH2:26][CH2:27][O:28][CH3:29])[CH:17]=2)=[O:41])[CH2:40][CH2:39]1. The catalyst class is: 2. (7) Reactant: [F:1][C:2]([F:7])([F:6])[C:3]([OH:5])=[O:4].[C:8]([C:10]1[CH:11]=[C:12]([C:20]2[O:24][N:23]=[C:22]([C:25]3[CH:42]=[CH:41][C:28]4[CH2:29][CH2:30][N:31](C(OC(C)(C)C)=O)[CH2:32][CH2:33][C:27]=4[C:26]=3[CH3:43])[N:21]=2)[CH:13]=[N:14][C:15]=1[NH:16][CH2:17][CH2:18][CH3:19])#[N:9]. Product: [F:1][C:2]([F:7])([F:6])[C:3]([OH:5])=[O:4].[CH3:43][C:26]1[C:27]2[CH2:33][CH2:32][NH:31][CH2:30][CH2:29][C:28]=2[CH:41]=[CH:42][C:25]=1[C:22]1[N:21]=[C:20]([C:12]2[CH:11]=[C:10]([C:8]#[N:9])[C:15]([NH:16][CH2:17][CH2:18][CH3:19])=[N:14][CH:13]=2)[O:24][N:23]=1. The catalyst class is: 2.